The task is: Predict the reactants needed to synthesize the given product.. This data is from Full USPTO retrosynthesis dataset with 1.9M reactions from patents (1976-2016). (1) Given the product [F:31][C:2]([F:1])([F:30])[C:3]([C:12]1[CH:26]=[CH:25][C:15]([O:16][C:17]2[CH:22]=[CH:21][N:20]=[C:19]([CH:23]=[O:24])[CH:18]=2)=[C:14]([CH2:27][CH2:28][CH3:29])[CH:13]=1)([O:8][CH2:9][O:10][CH3:11])[C:4]([F:7])([F:6])[F:5], predict the reactants needed to synthesize it. The reactants are: [F:1][C:2]([F:31])([F:30])[C:3]([C:12]1[CH:26]=[CH:25][C:15]([O:16][C:17]2[CH:22]=[CH:21][N:20]=[C:19]([CH2:23][OH:24])[CH:18]=2)=[C:14]([CH2:27][CH2:28][CH3:29])[CH:13]=1)([O:8][CH2:9][O:10][CH3:11])[C:4]([F:7])([F:6])[F:5].I(C1C(C(OO)=O)=CC=CC=1)(=O)=O.S([O-])([O-])(=O)=S.[Na+].[Na+]. (2) Given the product [Cl:1][C:2]1[CH:3]=[CH:4][C:5]([C:8]2[O:9][C:10]3[C:15]([C:16](=[O:20])[C:17]=2[O:18][CH3:19])=[C:14]([OH:21])[CH:13]=[C:12]([O:22][CH2:32][O:33][CH3:34])[CH:11]=3)=[CH:6][CH:7]=1, predict the reactants needed to synthesize it. The reactants are: [Cl:1][C:2]1[CH:7]=[CH:6][C:5]([C:8]2[O:9][C:10]3[C:15]([C:16](=[O:20])[C:17]=2[O:18][CH3:19])=[C:14]([OH:21])[CH:13]=[C:12]([OH:22])[CH:11]=3)=[CH:4][CH:3]=1.C(N(CC)C(C)C)(C)C.[CH3:32][O:33][CH2:34]Cl.Cl.